This data is from B-cell epitopes from IEDB database with 3,159 antigens for binding position prediction. The task is: Token-level Classification. Given an antigen amino acid sequence, predict which amino acid positions are active epitope sites capable of antibody binding. Output is a list of indices for active positions. Given the antigen sequence: MKKTLAALIVVAFAASAANAAVVYNNEGTKVELGGRLSVIAEQSSSTEDNQEQQHGALRNQGSRFHIKATHNFGDGFYAQGYLETRFVSKASKEKADQFADIVNKYAYLTLGNNTFGEVKLGRAKTIADEITTAEDKEYGLLNSKKYIPTNGNTVGYTFNGIDGLVLGANYLLAQERDLRTLDSRTNPTKSGEVTVGEVSNGIQVGAKYDANNIIVAIAYGRTNYKDSNHSYTQKIPKANAADADTDTTIIYPHHGKKQEVNGALASLGYRFSDLGLLVSLDSGYAKTKNYKAKHEKSYFVSPGFQYELMEDTNVYGNFKYERNSVDQGEKEREQALLFGIDHKLHKQVLTYIEGAYSRTRTTSVGDKQVASKVKTEKEKSVGVGLRVYF, which amino acid positions are active epitope sites? The epitope positions are: [88, 89, 90, 91, 92, 93, 94, 95, 96, 97, 98, 99, 100, 101, 102, 103, 104]. The amino acids at these positions are: SKASKEKADQFADIVNK.